The task is: Binary Classification. Given a miRNA mature sequence and a target amino acid sequence, predict their likelihood of interaction.. This data is from Experimentally validated miRNA-target interactions with 360,000+ pairs, plus equal number of negative samples. (1) The miRNA is rno-miR-324-5p with sequence CGCAUCCCCUAGGGCAUUGGUGU. The protein sequence of the target gene is MRLPWELLVLQSFMLCLADDYTLHGPVFVQEPSHVMFPLDSEEKKVKLSCEVKGNPKPHIRWKLNGTDVDIGMDFRYSVVEGSLLINNPNKTQDSGTYQCIATNSFGTIVSREAKLQFAYLENFKTRTRSTVSVRRGQGMVLLCGPPPHSGELSYAWIFNEHPSYQDNRRFVSQETGNLYIAKVEKADVGNYTCVVTNTVTSHQVLGPPTPLILRNDGVMGEYEPKIEVQFPETVPAEKGSTVKLECFALGNPVPTILWRRADGKPIARKARRHKSSGILEIPNFQQEDAGSYECVAENS.... Result: 0 (no interaction). (2) The miRNA is mmu-miR-187-3p with sequence UCGUGUCUUGUGUUGCAGCCGG. The protein sequence of the target gene is MFGTLLLYCFFLATVPALAETGGERQLSPEKSEIWGPGLKADVVLPARYFYIQAVDTSGNKFTSSPGEKVFQVKVSAPEEQFTRVGVQVLDRKDGSFIVRYRMYASYKNLKVEIKFQGQHVAKSPYILKGPVYHENCDCPLQDSAAWLREMNCPETIAQIQRDLAHFPAVDPEKIAVEIPKRFGQRQSLCHYTLKDNKVYIKTHGEHVGFRIFMDAILLSLTRKVKMPDVELFVNLGDWPLEKKKSNSNIHPIFSWCGSTDSKDIVMPTYDLTDSVLETMGRVSLDMMSVQANTGPPWES.... Result: 0 (no interaction). (3) The miRNA is mmu-miR-876-5p with sequence UGGAUUUCUCUGUGAAUCACUA. The protein sequence of the target gene is MARSVTLVFLVLVSLTGLYAIQKTPQIQVYSRHPPENGKPNILNCYVTQFHPPHIEIQMLKNGKKIPKVEMSDMSFSKDWSFYILAHTEFTPTETDTYACRVKHASMAEPKTVYWDRDM. Result: 1 (interaction). (4) The miRNA is hsa-miR-648 with sequence AAGUGUGCAGGGCACUGGU. The protein sequence of the target gene is MLTKFETKSARVKGLSFHPKRPWILTSLHNGVIQLWDYRMCTLIDKFDEHDGPVRGIDFHKQQPLFVSGGDDYKIKVWNYKLRRCLFTLLGHLDYIRTTFFHHEYPWILSASDDQTIRVWNWQSRTCVCVLTGHNHYVMCAQFHPTEDLVVSASLDQTVRVWDISGLRKKNLSPGAVESDVRGITGVDLFGTTDAVVKHVLEGHDRGVNWAAFHPTMPLIVSGADDRQVKIWRMNESKAWEVDTCRGHYNNVSCAVFHPRQELILSNSEDKSIRVWDMSKRTGVQTFRRDHDRFWVLAAH.... Result: 1 (interaction). (5) The miRNA is hsa-miR-548c-3p with sequence CAAAAAUCUCAAUUACUUUUGC. The protein sequence of the target gene is MVSRVQLPPEIQLAQRLAGNEQVTRDRAVRKLRKYIVARTQRAAGGFTHDELLKVWKGLFYCMWMQDKPLLQEELGRTISQLVHAFQTTEAQHLFLQAFWQTMNREWTGIDRLRLDKFYMLMRMVLNESLKVLKMQGWEERQIEELLELLMTEILHPSSQAPNGVKSHFIEIFLEELTKVGAEELTADQNLKFIDPFCRIAARTKDSLVLNNITRGIFETIVEQAPLAIEDLLNELDTQDEEVASDSDESSEGGERGDALSQKRSEKPPAGSICRAEPEAGEEQAGDDRDSGGPVLQFDY.... Result: 0 (no interaction). (6) The miRNA is hsa-miR-425-5p with sequence AAUGACACGAUCACUCCCGUUGA. The protein sequence of the target gene is MIPICPVVSFTYVPSRLGEDAKMATGNYFGFTHSGAAAAAAAAQYSQQPASGVAYSHPTTVASYTVHQAPVAAHTVTAAYAPAAATVAVARPAPVAVAAAATAAAYGGYPTAHTATDYGYTQRQQEAPPPPPPATTQNYQDSYSYVRSTAPAVAYDSKQYYQQPTATAAAVAAAAQPQPSVAETYYQTAPKAGYSQGATQYTQAQQTRQVTAIKPATPSPATTTFSIYPVSSTVQPVAAAATVVPSYTQSATYSTTAVTYSGTSYSGYEAAVYSAASSYYQQQQQQQKQAAAAAAAAAAT.... Result: 0 (no interaction). (7) The miRNA is hsa-miR-202-3p with sequence AGAGGUAUAGGGCAUGGGAA. The protein sequence of the target gene is MPLEQRSQHCKPEEGLEARGEALGLVGAQAPATEEQEAASSSSTLVEVTLGEVPAAESPDPPQSPQGASSLPTTMNYPLWSQSYEDSSNQEEEGPSTFPDLESEFQAALSRKVAKLVHFLLLKYRAREPVTKAEMLGSVVGNWQYFFPVIFSKASDSLQLVFGIELMEVDPIGHVYIFATCLGLSYDGLLGDNQIMPKTGFLIIILAIIAKEGDCAPEEKIWEELSVLEVFEGREDSIFGDPKKLLTQYFVQENYLEYRQVPGSDPACYEFLWGPRALIETSYVKVLHHMVKISGGPRIS.... Result: 1 (interaction). (8) The miRNA is mmu-miR-155-3p with sequence CUCCUACCUGUUAGCAUUAAC. The protein sequence of the target gene is MAEAVGAVALIAAPARRRWLWSVLAAMLGLLTARISALEVHTPKEIFVVNGTQGKLTCTFDSPNTTGWLTTVSWSFQPDGTDSAVSFFHYSQGQVYIGDYPPFKDRVTWAGDLDKKDASINIENIQAVHNGTYICDVKNPPDIVVRPGHIRLHVVEIDNLLVFLVWVVVGTVTAVVLGLTLLISLVLVVLYRRKHSKRDYTGCSTSERLSPVKQAPRKCPSDTEGLVKSPPSAGSHQGPVIYAQLDHSGGHHSGKINKSESVVYADIRKD. Result: 0 (no interaction). (9) The miRNA is hsa-miR-3127-5p with sequence AUCAGGGCUUGUGGAAUGGGAAG. The protein sequence of the target gene is MAGSGVRQATSTASTFVKPIFSRDMNEAKRRVRELYRAWYREVPNTVHQFQLDITVKMGRDKVREMFMKNAHVTDPRVVDLLVIKGKIELEETIKVWKQRTHVMRFFHETEAPRPKDFLSKFYVGHDP. Result: 0 (no interaction).